Dataset: Cav3 T-type calcium channel HTS with 100,875 compounds. Task: Binary Classification. Given a drug SMILES string, predict its activity (active/inactive) in a high-throughput screening assay against a specified biological target. (1) The result is 0 (inactive). The molecule is O=C(N1CCc2c(C1)cccc2)Cn1nc([N+]([O-])=O)cc1. (2) The compound is Clc1ccc(SCc2nc3n([nH]cn3)c(=O)c2)cc1. The result is 0 (inactive). (3) The molecule is s1c(NC(=O)c2occc2)ncc1C. The result is 0 (inactive). (4) The compound is S(CC(=O)N1CCN(CC1)c1ccccc1)c1n(\c([nH]n1)=C1\c2c(N=C1)cccc2)CC. The result is 0 (inactive). (5) The molecule is s1c(CNn2c(nc3c(c2=O)cccc3)C)ccc1. The result is 0 (inactive). (6) The molecule is S=c1n(c(n[nH]1)CCn1c(ncc1)C)Cc1ccccc1. The result is 0 (inactive). (7) The drug is S(=O)(=O)(c1nc(oc1SCC(=O)NCC1OCCC1)c1ccc(F)cc1)c1ccc(F)cc1. The result is 0 (inactive).